This data is from Full USPTO retrosynthesis dataset with 1.9M reactions from patents (1976-2016). The task is: Predict the reactants needed to synthesize the given product. (1) Given the product [Cl:12][C:13]1[CH:14]=[C:15]([C:19]#[C:20][C:21]2[CH:22]=[CH:23][C:24]([F:28])=[C:25]([NH:27][S:8]([CH3:7])(=[O:10])=[O:9])[CH:26]=2)[CH:16]=[N:17][CH:18]=1, predict the reactants needed to synthesize it. The reactants are: N1C=CC=CC=1.[CH3:7][S:8](Cl)(=[O:10])=[O:9].[Cl:12][C:13]1[CH:14]=[C:15]([C:19]#[C:20][C:21]2[CH:22]=[CH:23][C:24]([F:28])=[C:25]([NH2:27])[CH:26]=2)[CH:16]=[N:17][CH:18]=1. (2) Given the product [CH3:1][S:2]([C:5]1[CH:10]=[CH:9][C:8]([C:11]2[CH:16]=[C:15]([C:17]3[S:35][C:34]([NH2:36])=[N:33][C:18]=3[C:20]3[CH:25]=[CH:24][CH:23]=[C:22]([CH3:26])[N:21]=3)[CH:14]=[CH:13][N:12]=2)=[CH:7][CH:6]=1)(=[O:4])=[O:3], predict the reactants needed to synthesize it. The reactants are: [CH3:1][S:2]([C:5]1[CH:10]=[CH:9][C:8]([C:11]2[CH:16]=[C:15]([CH2:17][C:18]([C:20]3[CH:25]=[CH:24][CH:23]=[C:22]([CH3:26])[N:21]=3)=O)[CH:14]=[CH:13][N:12]=2)=[CH:7][CH:6]=1)(=[O:4])=[O:3].[NH+]1C=CC=CC=1.[NH2:33][C:34]([NH2:36])=[S:35]. (3) Given the product [NH2:23][C:24]1[CH:29]=[N:28][CH:27]=[C:26]([CH:25]=1)[C:30]([NH:32][C@@:33]1([C:38](=[O:39])[NH:1][CH2:2][C:3]2[C:4]([Cl:22])=[CH:5][C:6]([NH:9][C:10]3[CH:15]=[CH:14][C:13]([O:16][CH3:17])=[CH:12][C:11]=3[C:18]([F:21])([F:19])[F:20])=[CH:7][N:8]=2)[CH2:37][CH2:36][O:35][CH2:34]1)=[O:31], predict the reactants needed to synthesize it. The reactants are: [NH2:1][CH2:2][C:3]1[N:8]=[CH:7][C:6]([NH:9][C:10]2[CH:15]=[CH:14][C:13]([O:16][CH3:17])=[CH:12][C:11]=2[C:18]([F:21])([F:20])[F:19])=[CH:5][C:4]=1[Cl:22].[NH2:23][C:24]1[CH:25]=[C:26]([C:30]([NH:32][C@@:33]2([C:38](O)=[O:39])[CH2:37][CH2:36][O:35][CH2:34]2)=[O:31])[CH:27]=[N:28][CH:29]=1. (4) Given the product [F:1][C:2]1[CH:3]=[C:4]2[N:11]([S:12]([C:15]3[CH:21]=[CH:20][C:18]([CH3:19])=[CH:17][CH:16]=3)(=[O:14])=[O:13])[CH:10]=[CH:9][C:5]2=[N:6][C:7]=1[C:22]#[N:23], predict the reactants needed to synthesize it. The reactants are: [F:1][C:2]1[CH:3]=[C:4]2[N:11]([S:12]([C:15]3[CH:21]=[CH:20][C:18]([CH3:19])=[CH:17][CH:16]=3)(=[O:14])=[O:13])[CH:10]=[CH:9][C:5]2=[N+:6]([O-])[CH:7]=1.[CH3:22][N:23](C)C(Cl)=O.C[Si](C#N)(C)C. (5) Given the product [NH2:18][C:14]1[CH:13]=[C:12]([CH:17]=[CH:16][CH:15]=1)[C:11]([C:9]1[N:8]=[CH:7][N:6]([S:3]([N:2]([CH3:22])[CH3:1])(=[O:4])=[O:5])[CH:10]=1)=[O:21], predict the reactants needed to synthesize it. The reactants are: [CH3:1][N:2]([CH3:22])[S:3]([N:6]1[CH:10]=[C:9]([C:11](=[O:21])[C:12]2[CH:17]=[CH:16][CH:15]=[C:14]([N+:18]([O-])=O)[CH:13]=2)[N:8]=[CH:7]1)(=[O:5])=[O:4].[NH4+].[Cl-]. (6) Given the product [CH:1]1([NH:4][C:5](=[O:36])[C:6](=[O:35])[C@@H:7]([NH:10][C:11](=[O:34])[C@@H:12]([NH:21][C@@H:22]([C:27]2[CH:32]=[CH:31][C:30]([F:33])=[CH:29][CH:28]=2)[C:23]([F:25])([F:24])[F:26])[CH2:13][S:14]([CH2:17][CH:18]2[CH2:20][CH2:19]2)(=[O:16])=[O:15])[CH2:8][CH3:9])[CH2:3][CH2:2]1, predict the reactants needed to synthesize it. The reactants are: [CH:1]1([NH:4][C:5](=[O:36])[CH:6]([OH:35])[C@@H:7]([NH:10][C:11](=[O:34])[C@@H:12]([NH:21][C@@H:22]([C:27]2[CH:32]=[CH:31][C:30]([F:33])=[CH:29][CH:28]=2)[C:23]([F:26])([F:25])[F:24])[CH2:13][S:14]([CH2:17][CH:18]2[CH2:20][CH2:19]2)(=[O:16])=[O:15])[CH2:8][CH3:9])[CH2:3][CH2:2]1. (7) Given the product [F:13][C:10]1[CH:11]=[CH:12][C:7]([C:5]2[C:4]([C:14]3[CH:19]=[CH:18][N:17]=[C:16]([NH:20][CH:21]([CH3:23])[CH3:22])[N:15]=3)=[CH:3][NH:2][N:26]=2)=[CH:8][CH:9]=1, predict the reactants needed to synthesize it. The reactants are: C[N:2](C)[CH:3]=[C:4]([C:14]1[CH:19]=[CH:18][N:17]=[C:16]([NH:20][CH:21]([CH3:23])[CH3:22])[N:15]=1)[C:5]([C:7]1[CH:12]=[CH:11][C:10]([F:13])=[CH:9][CH:8]=1)=O.O.[NH2:26]N. (8) Given the product [NH:40]([C:2]1[N:11]=[CH:10][CH:9]=[C:8]2[C:3]=1[CH:4]=[C:5]([C:34]1[CH:39]=[CH:38][CH:37]=[CH:36][CH:35]=1)[C:6]([C:12]1[CH:17]=[CH:16][C:15]([C:18]3([NH:26][C:27](=[O:33])[O:28][C:29]([CH3:32])([CH3:31])[CH3:30])[CH2:21][C:20]4([O:25][CH2:24][CH2:23][O:22]4)[CH2:19]3)=[CH:14][CH:13]=1)=[N:7]2)[NH2:41], predict the reactants needed to synthesize it. The reactants are: Cl[C:2]1[N:11]=[CH:10][CH:9]=[C:8]2[C:3]=1[CH:4]=[C:5]([C:34]1[CH:39]=[CH:38][CH:37]=[CH:36][CH:35]=1)[C:6]([C:12]1[CH:17]=[CH:16][C:15]([C:18]3([NH:26][C:27](=[O:33])[O:28][C:29]([CH3:32])([CH3:31])[CH3:30])[CH2:21][C:20]4([O:25][CH2:24][CH2:23][O:22]4)[CH2:19]3)=[CH:14][CH:13]=1)=[N:7]2.[NH2:40][NH2:41].C(=O)(O)[O-].[Na+]. (9) Given the product [N:2]1([C:7]2[CH:8]=[CH:9][C:10]([CH2:11][CH:12]([NH:24][S:25]([C:28]3[CH:29]=[N:30][CH:31]=[CH:32][CH:33]=3)(=[O:27])=[O:26])[C:13]3[N:18]=[C:17]([NH:19][CH2:20][C:21]([O:23][CH:38]([CH3:39])[CH3:37])=[O:22])[CH:16]=[CH:15][CH:14]=3)=[CH:34][CH:35]=2)[CH:6]=[CH:5][CH:4]=[N:3]1, predict the reactants needed to synthesize it. The reactants are: Cl.[N:2]1([C:7]2[CH:35]=[CH:34][C:10]([CH2:11][CH:12]([NH:24][S:25]([C:28]3[CH:29]=[N:30][CH:31]=[CH:32][CH:33]=3)(=[O:27])=[O:26])[C:13]3[N:18]=[C:17]([NH:19][CH2:20][C:21]([OH:23])=[O:22])[CH:16]=[CH:15][CH:14]=3)=[CH:9][CH:8]=2)[CH:6]=[CH:5][CH:4]=[N:3]1.N1C=C[CH:39]=[CH:38][C:37]=1S(C(NCC1C=CC(C2SC=CN=2)=CC=1)C1N=C(NCC(O)=O)C=CC=1)(=O)=O.